This data is from hERG potassium channel inhibition data for cardiac toxicity prediction from Karim et al.. The task is: Regression/Classification. Given a drug SMILES string, predict its toxicity properties. Task type varies by dataset: regression for continuous values (e.g., LD50, hERG inhibition percentage) or binary classification for toxic/non-toxic outcomes (e.g., AMES mutagenicity, cardiotoxicity, hepatotoxicity). Dataset: herg_karim. (1) The drug is N#Cc1ccc(COC(=O)N2CCC(CNc3ncccn3)CC2)cc1. The result is 1 (blocker). (2) The drug is Cc1ccc(COC(=O)N2CCC(COc3ncccn3)CC2)cc1. The result is 0 (non-blocker). (3) The drug is CCOc1cc(C(=O)Nc2cc(C(F)(F)F)ccn2)ccc1-c1nc(C23CCC(C(=O)O)(CC2)CC3)n2ccnc(N)c12. The result is 0 (non-blocker). (4) The compound is Cc1nnc2c3cc(-c4ccccc4)c(-c4ccc(CN5CCC(c6nnc(-c7ccccn7)[nH]6)CC5)cc4)nc3ccn12. The result is 1 (blocker). (5) The drug is O=C(OCc1ccccc1)N1CCC(CNc2ncns2)CC1. The result is 0 (non-blocker). (6) The drug is CC(C)(C)NC(=O)Nc1cccc(Nc2ncc(F)c(NC(C)(C)CO)n2)c1. The result is 0 (non-blocker). (7) The molecule is Cc1nc([C@@]2(c3cnn(C)c3)N[C@@H](c3nc(-c4ccccc4)c[nH]3)Cc3c2[nH]c2ccccc32)no1. The result is 1 (blocker). (8) The compound is COCCCc1ccc(Cl)c(CN(C(=O)C2CNCCC2(O)c2ccc(F)c(F)c2)C2CC2)c1. The result is 1 (blocker). (9) The drug is CC(C)Oc1cc([C@@](Cc2ccccc2)(NC[C@H](O)C(F)(F)F)c2cc(F)cc(OC(F)(F)C(F)F)c2)ccc1F. The result is 0 (non-blocker).